From a dataset of Full USPTO retrosynthesis dataset with 1.9M reactions from patents (1976-2016). Predict the reactants needed to synthesize the given product. (1) The reactants are: Br[C:2]1[C:3]([CH3:16])=[C:4]([C:10]2[CH:15]=[CH:14][CH:13]=[CH:12][CH:11]=2)[C:5]([CH3:9])=[CH:6][C:7]=1[CH3:8].[Li+].[Br-].Cl[P:20]([C:27]1[CH:32]=[CH:31][CH:30]=[CH:29][CH:28]=1)[C:21]1[CH:26]=[CH:25][CH:24]=[CH:23][CH:22]=1.[NH4+].[OH-]. Given the product [C:21]1([P:20]([C:27]2[CH:32]=[CH:31][CH:30]=[CH:29][CH:28]=2)[C:11]2[CH:12]=[CH:13][CH:14]=[CH:15][C:10]=2[C:4]2[C:5]([CH3:9])=[CH:6][C:7]([CH3:8])=[C:2]([C:2]3[CH:3]=[CH:4][CH:5]=[CH:6][CH:7]=3)[C:3]=2[CH3:16])[CH:26]=[CH:25][CH:24]=[CH:23][CH:22]=1, predict the reactants needed to synthesize it. (2) Given the product [S:1]([C:4]1[CH:22]=[CH:21][C:7]2[N:8]=[C:9]([NH:11][C:12](=[O:20])[O:13][CH2:14][CH2:19][N:23]3[CH2:28][CH2:27][O:26][CH2:25][CH2:24]3)[S:10][C:6]=2[CH:5]=1)[C:2]#[N:3], predict the reactants needed to synthesize it. The reactants are: [S:1]([C:4]1[CH:22]=[CH:21][C:7]2[N:8]=[C:9]([NH:11][C:12](=[O:20])[O:13][C:14]3[CH:19]=CC=CC=3)[S:10][C:6]=2[CH:5]=1)[C:2]#[N:3].[N:23]1(CCN)[CH2:28][CH2:27][O:26][CH2:25][CH2:24]1. (3) Given the product [C:1]([C:5]1[CH:9]=[C:8]([NH:10][C:11]([NH:13][C:14]2[C:23]3[C:18](=[CH:19][CH:20]=[CH:21][CH:22]=3)[C:17]([O:24][C:25]3[CH:30]=[CH:29][N:28]=[C:27]([NH:39][C:40]4[CH:45]=[C:44]([O:46][CH3:47])[CH:43]=[C:42]([S:48][CH2:49][CH2:50][OH:51])[CH:41]=4)[N:26]=3)=[CH:16][CH:15]=2)=[O:12])[N:7]([C:32]2[CH:37]=[CH:36][C:35]([CH3:38])=[CH:34][CH:33]=2)[N:6]=1)([CH3:4])([CH3:3])[CH3:2], predict the reactants needed to synthesize it. The reactants are: [C:1]([C:5]1[CH:9]=[C:8]([NH:10][C:11]([NH:13][C:14]2[C:23]3[C:18](=[CH:19][CH:20]=[CH:21][CH:22]=3)[C:17]([O:24][C:25]3[CH:30]=[CH:29][N:28]=[C:27](Cl)[N:26]=3)=[CH:16][CH:15]=2)=[O:12])[N:7]([C:32]2[CH:37]=[CH:36][C:35]([CH3:38])=[CH:34][CH:33]=2)[N:6]=1)([CH3:4])([CH3:3])[CH3:2].[NH2:39][C:40]1[CH:41]=[C:42]([S:48][CH2:49][CH2:50][OH:51])[CH:43]=[C:44]([O:46][CH3:47])[CH:45]=1.C([O-])(O)=O.[Na+].